This data is from Forward reaction prediction with 1.9M reactions from USPTO patents (1976-2016). The task is: Predict the product of the given reaction. Given the reactants [Cl:1][C:2]1[CH:7]=[CH:6][C:5](B(O)O)=[CH:4][C:3]=1[C:11]([NH:13][CH2:14][C:15]12[CH2:24][CH:19]3[CH2:20][CH:21]([CH2:23][CH:17]([CH2:18]3)[CH2:16]1)[CH2:22]2)=[O:12].Br[C:26]1[C:27]([CH3:36])=[N:28][N:29]([CH3:35])[C:30]=1[C:31]([O:33]C)=[O:32], predict the reaction product. The product is: [Cl:1][C:2]1[CH:7]=[CH:6][C:5]([C:26]2[C:27]([CH3:36])=[N:28][N:29]([CH3:35])[C:30]=2[C:31]([OH:33])=[O:32])=[CH:4][C:3]=1[C:11]([NH:13][CH2:14][C:15]12[CH2:24][CH:19]3[CH2:20][CH:21]([CH2:23][CH:17]([CH2:18]3)[CH2:16]1)[CH2:22]2)=[O:12].